Task: Predict the product of the given reaction.. Dataset: Forward reaction prediction with 1.9M reactions from USPTO patents (1976-2016) Given the reactants [CH3:1][C:2]1[CH:7]=[CH:6][C:5]([C@H:8]([NH2:10])[CH3:9])=[CH:4][CH:3]=1.[CH:11]1[N:16]=[C:15](Cl)[C:14]2[N:18]=[CH:19][N:20]([C@@H:21]3[O:25][C@H:24]([CH2:26][OH:27])[C@@H:23]([OH:28])[C@H:22]3[OH:29])[C:13]=2[N:12]=1, predict the reaction product. The product is: [CH3:1][C:2]1[CH:7]=[CH:6][C:5]([C@H:8]([NH:10][C:15]2[C:14]3[N:18]=[CH:19][N:20]([C:13]=3[N:12]=[CH:11][N:16]=2)[C@@H:21]2[O:25][C@H:24]([CH2:26][OH:27])[C@@H:23]([OH:28])[C@H:22]2[OH:29])[CH3:9])=[CH:4][CH:3]=1.